From a dataset of Reaction yield outcomes from USPTO patents with 853,638 reactions. Predict the reaction yield, written as a fraction of the theoretical maximum amount of product (1.0 means a 100% yield; for example, 0.34 means a 34% yield). (1) The reactants are Br[C:2]1[C:3]([C:9]2[C:10]([F:34])=[C:11]([N:16]([CH2:28][O:29][CH2:30][CH2:31][O:32][CH3:33])[S:17]([C:20]3[CH:25]=[C:24]([F:26])[CH:23]=[CH:22][C:21]=3[F:27])(=[O:19])=[O:18])[CH:12]=[CH:13][C:14]=2[F:15])=[N:4][N:5]([CH2:7][CH3:8])[CH:6]=1.[N:35]1[CH:40]=[CH:39][C:38](B2OC(C)(C)C(C)(C)O2)=[CH:37][CH:36]=1.C(=O)([O-])[O-].[Cs+].[Cs+].C(Cl)Cl. The catalyst is C(COC)OC.C1C=CC(P(C2C=CC=CC=2)[C-]2C=CC=C2)=CC=1.C1C=CC(P(C2C=CC=CC=2)[C-]2C=CC=C2)=CC=1.Cl[Pd]Cl.[Fe+2]. The product is [CH2:7]([N:5]1[CH:6]=[C:2]([C:38]2[CH:39]=[CH:40][N:35]=[CH:36][CH:37]=2)[C:3]([C:9]2[C:10]([F:34])=[C:11]([N:16]([CH2:28][O:29][CH2:30][CH2:31][O:32][CH3:33])[S:17]([C:20]3[CH:25]=[C:24]([F:26])[CH:23]=[CH:22][C:21]=3[F:27])(=[O:19])=[O:18])[CH:12]=[CH:13][C:14]=2[F:15])=[N:4]1)[CH3:8]. The yield is 0.860. (2) The catalyst is C(#N)C. The reactants are [C:1]1([OH:7])[CH:6]=[CH:5][CH:4]=[CH:3][CH:2]=1.Cl[CH2:9][C:10]1[N:11]=[C:12]2[CH:17]=[CH:16][N:15]([C:18]3[CH:23]=[CH:22][C:21]([F:24])=[CH:20][CH:19]=3)[C:14](=[O:25])[N:13]2[CH:26]=1.C([O-])([O-])=O.[K+].[K+]. The product is [F:24][C:21]1[CH:22]=[CH:23][C:18]([N:15]2[CH:16]=[CH:17][C:12]3=[N:11][C:10]([CH2:9][O:7][C:1]4[CH:6]=[CH:5][CH:4]=[CH:3][CH:2]=4)=[CH:26][N:13]3[C:14]2=[O:25])=[CH:19][CH:20]=1. The yield is 0.900. (3) The reactants are [CH2:1]([C:3]1[N:13]([CH2:14][C:15]2[CH:32]=[CH:31][C:18]3/[C:19](=[CH:28]/[C:29]#[N:30])/[C:20]4[CH:27]=[CH:26][CH:25]=[CH:24][C:21]=4[CH2:22][CH2:23][C:17]=3[CH:16]=2)[C:6]2=[N:7][C:8]([CH3:12])=[CH:9][C:10]([CH3:11])=[C:5]2[N:4]=1)[CH3:2].N[OH:34].C1N=C[N:37]([C:40](N2C=NC=C2)=[S:41])C=1.C1CCN2C(=NCCC2)CC1. The catalyst is C(O)C.C(OCC)(=O)C. The product is [CH2:1]([C:3]1[N:13]([CH2:14][C:15]2[CH:32]=[CH:31][C:18]3/[C:19](=[CH:28]/[C:29]4[NH:37][C:40](=[S:41])[O:34][N:30]=4)/[C:20]4[CH:27]=[CH:26][CH:25]=[CH:24][C:21]=4[CH2:22][CH2:23][C:17]=3[CH:16]=2)[C:6]2=[N:7][C:8]([CH3:12])=[CH:9][C:10]([CH3:11])=[C:5]2[N:4]=1)[CH3:2]. The yield is 0.260. (4) The reactants are [C:1]([C:3]1[CH:8]=[CH:7][CH:6]=[CH:5][C:4]=1[C:9]1[CH:14]=[CH:13][C:12]([CH2:15][C:16]2[C:17](=[O:43])[N:18]([C@H:28]3[CH2:33][CH2:32][C@H:31]([O:34][CH2:35][C:36]4([C:40](O)=[O:41])[CH2:39][CH2:38][CH2:37]4)[CH2:30][CH2:29]3)[C:19]3[N:20]([N:25]=[CH:26][N:27]=3)[C:21]=2[CH2:22][CH2:23][CH3:24])=[CH:11][CH:10]=1)#[N:2].[NH4+].O[N:46]1C2C=CC=CC=2N=N1.Cl.C(N=C=NCCCN(C)C)C.CN(C)C=O. The catalyst is C(OCC)(=O)C. The product is [C:1]([C:3]1[CH:8]=[CH:7][CH:6]=[CH:5][C:4]=1[C:9]1[CH:10]=[CH:11][C:12]([CH2:15][C:16]2[C:17](=[O:43])[N:18]([C@H:28]3[CH2:33][CH2:32][C@H:31]([O:34][CH2:35][C:36]4([C:40]([NH2:46])=[O:41])[CH2:37][CH2:38][CH2:39]4)[CH2:30][CH2:29]3)[C:19]3[N:20]([N:25]=[CH:26][N:27]=3)[C:21]=2[CH2:22][CH2:23][CH3:24])=[CH:13][CH:14]=1)#[N:2]. The yield is 0.930. (5) The reactants are [Br:1][C:2]1[CH:10]=[CH:9][CH:8]=[CH:7][C:3]=1[C:4]([OH:6])=[O:5].C(O)(=O)C.C(O)(=O)C.[I:19]C1C=CC=CC=1.II. The catalyst is CN(C)C=O.COC(C)(C)C.Cl.C([O-])(=O)C.[Pd+2].C([O-])(=O)C. The product is [Br:1][C:2]1[CH:10]=[CH:9][CH:8]=[C:7]([I:19])[C:3]=1[C:4]([OH:6])=[O:5]. The yield is 0.740. (6) The reactants are [Cl:1][C:2]1[CH:7]=[CH:6][C:5]([N+:8]([O-])=O)=[CH:4][C:3]=1[NH:11][C:12](=[O:20])[CH2:13][N:14]1[CH2:19][CH2:18][O:17][CH2:16][CH2:15]1.O.O.[Sn](Cl)Cl.C(O)C. The catalyst is CO. The product is [NH2:8][C:5]1[CH:6]=[CH:7][C:2]([Cl:1])=[C:3]([NH:11][C:12](=[O:20])[CH2:13][N:14]2[CH2:15][CH2:16][O:17][CH2:18][CH2:19]2)[CH:4]=1. The yield is 0.500. (7) The catalyst is O1CCCC1. The yield is 0.200. The product is [CH2:1]([O:8][C:9]1[CH:10]=[CH:11][C:12]([C@@H:20]([OH:40])[CH2:21][NH:22][CH2:23][CH2:24][CH2:25][CH2:26][CH2:27][CH2:28][O:29][CH2:30][C:31]([F:39])([F:38])[C:32]2[CH:37]=[CH:36][CH:35]=[CH:34][CH:33]=2)=[C:13]2[C:18]=1[NH:17][C:16](=[O:19])[CH:15]=[CH:14]2)[C:2]1[CH:3]=[CH:4][CH:5]=[CH:6][CH:7]=1. The reactants are [CH2:1]([O:8][C:9]1[CH:10]=[CH:11][C:12]([C@@H:20]([O:40][Si](C(C)(C)C)(C)C)[CH2:21][NH:22][CH2:23][CH2:24][CH2:25][CH2:26][CH2:27][CH2:28][O:29][CH2:30][C:31]([F:39])([F:38])[C:32]2[CH:37]=[CH:36][CH:35]=[CH:34][CH:33]=2)=[C:13]2[C:18]=1[NH:17][C:16](=[O:19])[CH:15]=[CH:14]2)[C:2]1[CH:7]=[CH:6][CH:5]=[CH:4][CH:3]=1.[F-].C([N+](CCCC)(CCCC)CCCC)CCC. (8) The reactants are [C:1]([O:5][C:6]([N:8]([C:13]1[CH:14]=[C:15]([CH:20]=[CH:21][C:22]=1[O:23][CH3:24])[C:16]([O:18]C)=[O:17])[S:9]([CH3:12])(=[O:11])=[O:10])=[O:7])([CH3:4])([CH3:3])[CH3:2].[Li+].[OH-]. The product is [C:1]([O:5][C:6]([N:8]([C:13]1[CH:14]=[C:15]([CH:20]=[CH:21][C:22]=1[O:23][CH3:24])[C:16]([OH:18])=[O:17])[S:9]([CH3:12])(=[O:11])=[O:10])=[O:7])([CH3:4])([CH3:3])[CH3:2]. The catalyst is C1COCC1. The yield is 0.571. (9) The reactants are Cl[C:2]1[CH:7]=[C:6]([C:8]2[CH:16]=[CH:15][CH:14]=[C:13]3[C:9]=2[CH:10]=[N:11][NH:12]3)[N:5]=[C:4]2[N:17]([CH3:20])[N:18]=[CH:19][C:3]=12.[CH3:21][O:22][C:23]1[CH:24]=[C:25]([OH:31])[CH:26]=[CH:27][C:28]=1[O:29][CH3:30].C(=O)([O-])[O-].[K+].[K+]. The catalyst is CN(C=O)C.C(OCC)(=O)C. The product is [CH3:21][O:22][C:23]1[CH:24]=[C:25]([CH:26]=[CH:27][C:28]=1[O:29][CH3:30])[O:31][C:2]1[CH:7]=[C:6]([C:8]2[CH:16]=[CH:15][CH:14]=[C:13]3[C:9]=2[CH:10]=[N:11][NH:12]3)[N:5]=[C:4]2[N:17]([CH3:20])[N:18]=[CH:19][C:3]=12. The yield is 0.200. (10) The reactants are [CH3:1][CH2:2][C:3]1[CH:8]=[CH:7][C:6]([C:9]([CH3:11])=[O:10])=[CH:5][CH:4]=1.Br.[OH2:13]. The catalyst is CS(C)=O. The product is [CH2:2]([C:3]1[CH:8]=[CH:7][C:6]([C:9](=[O:10])[CH:11]=[O:13])=[CH:5][CH:4]=1)[CH3:1]. The yield is 0.560.